From a dataset of NCI-60 drug combinations with 297,098 pairs across 59 cell lines. Regression. Given two drug SMILES strings and cell line genomic features, predict the synergy score measuring deviation from expected non-interaction effect. (1) Drug 1: COC1=CC(=CC(=C1O)OC)C2C3C(COC3=O)C(C4=CC5=C(C=C24)OCO5)OC6C(C(C7C(O6)COC(O7)C8=CC=CS8)O)O. Drug 2: C#CCC(CC1=CN=C2C(=N1)C(=NC(=N2)N)N)C3=CC=C(C=C3)C(=O)NC(CCC(=O)O)C(=O)O. Cell line: NCI-H522. Synergy scores: CSS=30.5, Synergy_ZIP=-6.53, Synergy_Bliss=-1.40, Synergy_Loewe=-0.861, Synergy_HSA=-0.926. (2) Cell line: UO-31. Drug 2: B(C(CC(C)C)NC(=O)C(CC1=CC=CC=C1)NC(=O)C2=NC=CN=C2)(O)O. Drug 1: CC1=C2C(C(=O)C3(C(CC4C(C3C(C(C2(C)C)(CC1OC(=O)C(C(C5=CC=CC=C5)NC(=O)C6=CC=CC=C6)O)O)OC(=O)C7=CC=CC=C7)(CO4)OC(=O)C)O)C)OC(=O)C. Synergy scores: CSS=65.9, Synergy_ZIP=4.05, Synergy_Bliss=3.41, Synergy_Loewe=-3.94, Synergy_HSA=4.07.